Dataset: Reaction yield outcomes from USPTO patents with 853,638 reactions. Task: Predict the reaction yield, written as a fraction of the theoretical maximum amount of product (1.0 means a 100% yield; for example, 0.34 means a 34% yield). (1) The reactants are Br[C:2]1[CH:7]=[CH:6][C:5]([C:8]([CH:10]2[CH2:15][CH2:14][NH:13][CH2:12][CH2:11]2)=[O:9])=[CH:4][CH:3]=1.[Cl:16][C:17]1[CH:18]=[C:19](B(O)O)[CH:20]=[CH:21][CH:22]=1.C(=O)([O-])[O-].[K+].[K+]. The catalyst is C(O)(C)C.O.[Pd]. The product is [ClH:16].[Cl:16][C:17]1[CH:22]=[C:21]([C:2]2[CH:7]=[CH:6][C:5]([C:8]([CH:10]3[CH2:15][CH2:14][NH:13][CH2:12][CH2:11]3)=[O:9])=[CH:4][CH:3]=2)[CH:20]=[CH:19][CH:18]=1. The yield is 0.680. (2) The reactants are [Cl:1][C:2]1[CH:3]=[C:4]([CH:8]=[CH:9][C:10]=1[OH:11])[C:5]([OH:7])=[O:6].[C:12](=O)([O-])[O-].[K+].[K+].[CH2:18](Br)[CH:19]=[CH2:20]. The catalyst is CC(C)=O. The product is [CH3:12][O:6][C:5](=[O:7])[C:4]1[CH:8]=[CH:9][C:10]([O:11][CH2:18][CH:19]=[CH2:20])=[C:2]([Cl:1])[CH:3]=1. The yield is 0.980. (3) The reactants are P(Cl)(Cl)(Cl)=O.[CH3:6][C:7]1[C:15]([N+:16]([O-:18])=[O:17])=[CH:14][C:10]([C:11](O)=O)=[CH:9][C:8]=1[N+:19]([O-:21])=[O:20].S(N)([NH2:25])(=O)=O.O. The catalyst is S1(CCCC1)(=O)=O. The product is [CH3:6][C:7]1[C:15]([N+:16]([O-:18])=[O:17])=[CH:14][C:10]([C:11]#[N:25])=[CH:9][C:8]=1[N+:19]([O-:21])=[O:20]. The yield is 0.910. (4) The reactants are C([O:3][C:4](=[O:33])[CH:5]([C:26]1[CH:27]=[C:28]([CH3:32])[CH:29]=[CH:30][CH:31]=1)[CH2:6][C:7]1[CH:11]=[C:10]([C:12]2[CH:17]=[CH:16][C:15]([Br:18])=[CH:14][CH:13]=2)[N:9]([C:19]2[CH:24]=[CH:23][C:22]([CH3:25])=[CH:21][CH:20]=2)[N:8]=1)C.C(OC(=O)C(C1C=C(C)C=CC=1)CC#CC(C1C=CC(Br)=CC=1)=O)C.NN.C([O-])([O-])=O.[Cs+].[Cs+]. The catalyst is C1COCC1.C(OCC)(=O)C. The product is [Br:18][C:15]1[CH:16]=[CH:17][C:12]([C:10]2[N:9]([C:19]3[CH:20]=[CH:21][C:22]([CH3:25])=[CH:23][CH:24]=3)[N:8]=[C:7]([CH2:6][CH:5]([C:26]3[CH:27]=[C:28]([CH3:32])[CH:29]=[CH:30][CH:31]=3)[C:4]([OH:33])=[O:3])[CH:11]=2)=[CH:13][CH:14]=1. The yield is 0.580. (5) The reactants are [CH3:1][C:2]1([CH3:21])[O:6][C@H:5]2[C@H:7]([N:12]3[CH:20]=[N:19][C:18]4[C:13]3=[N:14][CH:15]=[N:16][CH:17]=4)[O:8][C@H:9]([CH2:10][NH2:11])[C@H:4]2[O:3]1.C([O-])([O-])=O.[K+].[K+].I[CH:29]([CH3:31])[CH3:30]. The catalyst is CC#N. The product is [CH3:1][C:2]1([CH3:21])[O:6][C@H:5]2[C@H:7]([N:12]3[CH:20]=[N:19][C:18]4[C:13]3=[N:14][CH:15]=[N:16][CH:17]=4)[O:8][C@H:9]([CH2:10][NH:11][CH:29]([CH3:31])[CH3:30])[C@H:4]2[O:3]1. The yield is 0.540. (6) The reactants are [OH:1][CH2:2][C@@H:3]1[CH2:7][S:6][C:5]([C:8]2[NH:9][C:10]3[C:15]([CH:16]=2)=[CH:14][C:13]([O:17][CH2:18][CH2:19][O:20][CH3:21])=[CH:12][C:11]=3[N:22]([CH3:32])[S:23]([C:26]2[CH:31]=[CH:30][CH:29]=[CH:28][N:27]=2)(=[O:25])=[O:24])=[N:4]1.[CH3:33][S:34](Cl)(=[O:36])=[O:35].C(N(CC)CC)C. The catalyst is O1CCCC1. The product is [CH3:33][S:34]([O:1][CH2:2][C@@H:3]1[CH2:7][S:6][C:5]([C:8]2[NH:9][C:10]3[C:15]([CH:16]=2)=[CH:14][C:13]([O:17][CH2:18][CH2:19][O:20][CH3:21])=[CH:12][C:11]=3[N:22]([CH3:32])[S:23]([C:26]2[CH:31]=[CH:30][CH:29]=[CH:28][N:27]=2)(=[O:24])=[O:25])=[N:4]1)(=[O:36])=[O:35]. The yield is 0.770. (7) The yield is 0.360. The catalyst is C1COCC1.CCO.O. The reactants are C([O:3][C:4]([C:6]1[NH:7][C:8]2[C:13]([CH:14]=1)=[CH:12][C:11]([Cl:15])=[CH:10][C:9]=2[CH2:16][N:17]1[CH2:22][CH2:21][N:20]([CH3:23])[CH2:19][CH2:18]1)=[O:5])C.O[Li].O.Cl. The product is [Cl:15][C:11]1[CH:12]=[C:13]2[C:8](=[C:9]([CH2:16][N:17]3[CH2:18][CH2:19][N:20]([CH3:23])[CH2:21][CH2:22]3)[CH:10]=1)[NH:7][C:6]([C:4]([OH:5])=[O:3])=[CH:14]2.